Dataset: CYP1A2 inhibition data for predicting drug metabolism from PubChem BioAssay. Task: Regression/Classification. Given a drug SMILES string, predict its absorption, distribution, metabolism, or excretion properties. Task type varies by dataset: regression for continuous measurements (e.g., permeability, clearance, half-life) or binary classification for categorical outcomes (e.g., BBB penetration, CYP inhibition). Dataset: cyp1a2_veith. The molecule is COc1ccc(Nc2ncc(C(=O)N3CCN(c4ccc(F)cc4)CC3)c3ccccc23)cc1. The result is 0 (non-inhibitor).